Dataset: Forward reaction prediction with 1.9M reactions from USPTO patents (1976-2016). Task: Predict the product of the given reaction. (1) Given the reactants F[C:2]1[CH:7]=[C:6](F)[CH:5]=[CH:4][C:3]=1[P:9](=[O:22])([C:16]1[CH:21]=[CH:20][CH:19]=[CH:18][CH:17]=1)[C:10]1[CH:15]=[CH:14][CH:13]=[CH:12][CH:11]=1.[NH2:23][C:24]1[CH:29]=[CH:28][C:27]([OH:30])=[CH:26][CH:25]=1.C(=O)([O-])[O-].[K+].[K+].C[N:38]1[C:42](=[O:43])[CH2:41][CH2:40][CH2:39]1.[C:44]1(C)C=CC=C[CH:45]=1, predict the reaction product. The product is: [NH2:23][C:24]1[CH:29]=[CH:28][C:27]([O:30][C:2]2[CH:7]=[C:6]([O:43][C:42]3[CH:45]=[CH:44][C:39]([NH2:38])=[CH:40][CH:41]=3)[CH:5]=[CH:4][C:3]=2[P:9](=[O:22])([C:16]2[CH:21]=[CH:20][CH:19]=[CH:18][CH:17]=2)[C:10]2[CH:15]=[CH:14][CH:13]=[CH:12][CH:11]=2)=[CH:26][CH:25]=1. (2) Given the reactants C(Cl)(=O)C(Cl)=O.[C:7]([C:10]1[CH:11]=[CH:12][C:13]([O:19][CH2:20][CH2:21][CH3:22])=[C:14]([CH:18]=1)[C:15]([OH:17])=O)(=[O:9])[CH3:8].C(N(CC)CC)C.[NH2:30][C:31]1[C:32]([CH2:39][CH3:40])=[N:33][NH:34][C:35]=1[C:36]([NH2:38])=[O:37], predict the reaction product. The product is: [C:7]([C:10]1[CH:11]=[CH:12][C:13]([O:19][CH2:20][CH2:21][CH3:22])=[C:14]([CH:18]=1)[C:15]([NH:30][C:31]1[C:35]([C:36]([NH2:38])=[O:37])=[N:34][NH:33][C:32]=1[CH2:39][CH3:40])=[O:17])(=[O:9])[CH3:8]. (3) Given the reactants CO[C:3]([O:15][CH3:16])([OH:14])[CH:4]=[CH:5][C:6]1[CH:11]=[CH:10][C:9]([CH:12]=[O:13])=[CH:8][CH:7]=1.[C:17](=[O:20])([O-])[O-].[K+].[K+].[CH3:23]I, predict the reaction product. The product is: [CH3:17][O:20][CH:12]([O:13][CH3:23])[C:9]1[CH:8]=[CH:7][C:6](/[CH:5]=[CH:4]/[C:3]([O:15][CH3:16])=[O:14])=[CH:11][CH:10]=1. (4) Given the reactants [CH3:1][O:2][C:3]1[CH:4]=[C:5]([NH:46][S:47]([N:50]([CH3:52])[CH3:51])(=[O:49])=[O:48])[CH:6]=[C:7]([C:9]2[C:17]3[C:16]([NH:18][C@H:19]([C:21]4[N:26]([C:27]5[CH:32]=[CH:31][CH:30]=[CH:29][CH:28]=5)[C:25](=[O:33])[C:24]5=[C:34]([CH3:37])[CH:35]=[CH:36][N:23]5[N:22]=4)[CH3:20])=[N:15][CH:14]=[N:13][C:12]=3[N:11](COCC[Si](C)(C)C)[CH:10]=2)[CH:8]=1.FC(F)(F)C(O)=O.N, predict the reaction product. The product is: [CH3:1][O:2][C:3]1[CH:4]=[C:5]([NH:46][S:47]([N:50]([CH3:52])[CH3:51])(=[O:48])=[O:49])[CH:6]=[C:7]([C:9]2[C:17]3[C:16]([NH:18][C@H:19]([C:21]4[N:26]([C:27]5[CH:28]=[CH:29][CH:30]=[CH:31][CH:32]=5)[C:25](=[O:33])[C:24]5=[C:34]([CH3:37])[CH:35]=[CH:36][N:23]5[N:22]=4)[CH3:20])=[N:15][CH:14]=[N:13][C:12]=3[NH:11][CH:10]=2)[CH:8]=1. (5) The product is: [C:1]1([CH2:13][CH2:14][C:15]([NH2:16])=[O:17])[C:11]2=[C:12]3[C:7](=[CH:8][CH:9]=[CH:10]2)[CH2:6][CH2:5][CH2:4][N:3]3[CH:2]=1. Given the reactants [C:1]1([CH2:13][CH2:14][C:15]#[N:16])[C:11]2=[C:12]3[C:7](=[CH:8][CH:9]=[CH:10]2)[CH2:6][CH2:5][CH2:4][N:3]3[CH:2]=1.[OH2:17], predict the reaction product. (6) Given the reactants [F:1][C:2]1[C:10]2[N:9]=[C:8]([O:11][C@H:12]3[CH2:16][O:15][CH:14]4[C@@H:17]([OH:20])[CH2:18][O:19][CH:13]34)[NH:7][C:6]=2[CH:5]=[C:4]([F:21])[C:3]=1[C:22]1[CH:27]=[CH:26][C:25]([C:28]2[CH:33]=[CH:32][C:31]([C:34](OC)=[O:35])=[CH:30][CH:29]=2)=[CH:24][CH:23]=1.[H-].[H-].[H-].[H-].[Li+].[Al+3], predict the reaction product. The product is: [F:1][C:2]1[C:10]2[N:9]=[C:8]([O:11][C@@H:12]3[CH:13]4[O:19][CH2:18][C@H:17]([OH:20])[CH:14]4[O:15][CH2:16]3)[NH:7][C:6]=2[CH:5]=[C:4]([F:21])[C:3]=1[C:22]1[CH:23]=[CH:24][C:25]([C:28]2[CH:33]=[CH:32][C:31]([CH2:34][OH:35])=[CH:30][CH:29]=2)=[CH:26][CH:27]=1. (7) The product is: [F:29][C:26]1[CH:27]=[CH:28][C:23]([C:16]2[C:15]([C:13]3[CH:12]=[CH:11][N:10]=[C:9]([NH2:8])[N:14]=3)=[CH:19][N:18]([CH:20]([CH3:22])[CH3:21])[N:17]=2)=[CH:24][CH:25]=1. Given the reactants C([NH:8][C:9]1[N:14]=[C:13]([C:15]2[C:16]([C:23]3[CH:28]=[CH:27][C:26]([F:29])=[CH:25][CH:24]=3)=[N:17][N:18]([CH:20]([CH3:22])[CH3:21])[CH:19]=2)[CH:12]=[CH:11][N:10]=1)C1C=CC=CC=1.S(=O)(=O)(O)O.[OH-].[Na+], predict the reaction product.